This data is from NCI-60 drug combinations with 297,098 pairs across 59 cell lines. The task is: Regression. Given two drug SMILES strings and cell line genomic features, predict the synergy score measuring deviation from expected non-interaction effect. (1) Synergy scores: CSS=15.6, Synergy_ZIP=-4.11, Synergy_Bliss=2.70, Synergy_Loewe=2.76, Synergy_HSA=2.91. Drug 1: COC1=C(C=C2C(=C1)N=CN=C2NC3=CC(=C(C=C3)F)Cl)OCCCN4CCOCC4. Cell line: U251. Drug 2: C1C(C(OC1N2C=NC3=C(N=C(N=C32)Cl)N)CO)O. (2) Synergy scores: CSS=35.1, Synergy_ZIP=2.46, Synergy_Bliss=1.96, Synergy_Loewe=-45.5, Synergy_HSA=0.174. Cell line: SF-268. Drug 1: C1C(C(OC1N2C=NC3=C2NC=NCC3O)CO)O. Drug 2: CC1C(C(CC(O1)OC2CC(CC3=C2C(=C4C(=C3O)C(=O)C5=CC=CC=C5C4=O)O)(C(=O)C)O)N)O. (3) Drug 1: CC12CCC(CC1=CCC3C2CCC4(C3CC=C4C5=CN=CC=C5)C)O. Drug 2: CCCS(=O)(=O)NC1=C(C(=C(C=C1)F)C(=O)C2=CNC3=C2C=C(C=N3)C4=CC=C(C=C4)Cl)F. Cell line: SNB-19. Synergy scores: CSS=1.52, Synergy_ZIP=0.476, Synergy_Bliss=1.77, Synergy_Loewe=-1.46, Synergy_HSA=-0.536. (4) Drug 1: C1CCC(C1)C(CC#N)N2C=C(C=N2)C3=C4C=CNC4=NC=N3. Drug 2: C1CC(=O)NC(=O)C1N2C(=O)C3=CC=CC=C3C2=O. Cell line: MDA-MB-231. Synergy scores: CSS=2.87, Synergy_ZIP=-1.85, Synergy_Bliss=-0.683, Synergy_Loewe=-0.938, Synergy_HSA=-1.09. (5) Drug 2: C(CC(=O)O)C(=O)CN.Cl. Synergy scores: CSS=73.9, Synergy_ZIP=3.63, Synergy_Bliss=1.13, Synergy_Loewe=-10.4, Synergy_HSA=-0.562. Drug 1: CN(CC1=CN=C2C(=N1)C(=NC(=N2)N)N)C3=CC=C(C=C3)C(=O)NC(CCC(=O)O)C(=O)O. Cell line: OVCAR-8. (6) Drug 1: CNC(=O)C1=CC=CC=C1SC2=CC3=C(C=C2)C(=NN3)C=CC4=CC=CC=N4. Drug 2: CNC(=O)C1=NC=CC(=C1)OC2=CC=C(C=C2)NC(=O)NC3=CC(=C(C=C3)Cl)C(F)(F)F. Cell line: RPMI-8226. Synergy scores: CSS=17.2, Synergy_ZIP=-2.46, Synergy_Bliss=-11.6, Synergy_Loewe=-22.8, Synergy_HSA=-15.1.